Dataset: Peptide-MHC class II binding affinity with 134,281 pairs from IEDB. Task: Regression. Given a peptide amino acid sequence and an MHC pseudo amino acid sequence, predict their binding affinity value. This is MHC class II binding data. (1) The peptide sequence is YDKFLANVSTVLTGY. The MHC is DRB1_1302 with pseudo-sequence DRB1_1302. The binding affinity (normalized) is 1.00. (2) The peptide sequence is EQEILNYMSPHHKKLHHHHHH. The MHC is DRB4_0103 with pseudo-sequence DRB4_0103. The binding affinity (normalized) is 0.487. (3) The peptide sequence is IQGNVTSIHSLLDEG. The MHC is DRB1_0701 with pseudo-sequence DRB1_0701. The binding affinity (normalized) is 0.555.